Dataset: TCR-epitope binding with 47,182 pairs between 192 epitopes and 23,139 TCRs. Task: Binary Classification. Given a T-cell receptor sequence (or CDR3 region) and an epitope sequence, predict whether binding occurs between them. The epitope is VLWAHGFEL. The TCR CDR3 sequence is CASSLEGASGNTIYF. Result: 1 (the TCR binds to the epitope).